From a dataset of Peptide-MHC class I binding affinity with 185,985 pairs from IEDB/IMGT. Regression. Given a peptide amino acid sequence and an MHC pseudo amino acid sequence, predict their binding affinity value. This is MHC class I binding data. (1) The peptide sequence is KTTVDHMAII. The MHC is Mamu-A01 with pseudo-sequence Mamu-A01. The binding affinity (normalized) is 0.523. (2) The peptide sequence is LEYFQFVKKLL. The MHC is HLA-B08:01 with pseudo-sequence HLA-B08:01. The binding affinity (normalized) is 0.281.